Dataset: Forward reaction prediction with 1.9M reactions from USPTO patents (1976-2016). Task: Predict the product of the given reaction. (1) Given the reactants [NH2:1][C:2]1[N:11]=[C:10]([CH3:12])[C:9]2[C:8](=O)[CH2:7][CH:6]([C:14]3[CH:19]=[CH:18][CH:17]=[CH:16][C:15]=3[C:20]3[CH:21]=[N:22][CH:23]=[CH:24][CH:25]=3)[CH2:5][C:4]=2[N:3]=1.NC1N=C(C)C2C(=[N:38][OH:39])CC(C3C=CC=CC=3C3C=CC=CC=3)CC=2N=1, predict the reaction product. The product is: [NH2:1][C:2]1[N:11]=[C:10]([CH3:12])[C:9]2[C:8](=[N:38][OH:39])[CH2:7][CH:6]([C:14]3[CH:19]=[CH:18][CH:17]=[CH:16][C:15]=3[C:20]3[CH:21]=[N:22][CH:23]=[CH:24][CH:25]=3)[CH2:5][C:4]=2[N:3]=1. (2) Given the reactants I([O-])(=O)(=O)=O.[Na+].[Si:7]([O:14][C:15]1[CH:16]=[CH:17][CH:18]=[C:19]2[C:24]=1[N:23]=[C:22]([C:25]1[N:29]3[CH:30]=[CH:31][C:32]([CH:34]([OH:37])CO)=[CH:33][C:28]3=[N:27][N:26]=1)[CH:21]=[CH:20]2)([C:10]([CH3:13])([CH3:12])[CH3:11])([CH3:9])[CH3:8], predict the reaction product. The product is: [Si:7]([O:14][C:15]1[CH:16]=[CH:17][CH:18]=[C:19]2[C:24]=1[N:23]=[C:22]([C:25]1[N:29]3[CH:30]=[CH:31][C:32]([CH:34]=[O:37])=[CH:33][C:28]3=[N:27][N:26]=1)[CH:21]=[CH:20]2)([C:10]([CH3:11])([CH3:12])[CH3:13])([CH3:8])[CH3:9]. (3) The product is: [CH2:1]([O:8][C:17]1[CH:18]=[CH:19][CH:20]=[C:12]([F:11])[C:13]=1[C:14]([NH2:16])=[O:15])[C:2]1[CH:7]=[CH:6][CH:5]=[CH:4][CH:3]=1. Given the reactants [CH2:1]([OH:8])[C:2]1[CH:7]=[CH:6][CH:5]=[CH:4][CH:3]=1.[H-].[Na+].[F:11][C:12]1[CH:20]=[CH:19][CH:18]=[C:17](F)[C:13]=1[C:14]([NH2:16])=[O:15].Cl, predict the reaction product. (4) Given the reactants [CH2:1]([CH:3]1[CH2:7][CH:6]([CH2:8][OH:9])[CH2:5][CH:4]1[C:10]([O:12][C:13]([CH3:16])([CH3:15])[CH3:14])=[O:11])[CH3:2].[CH3:17][S:18](Cl)(=[O:20])=[O:19], predict the reaction product. The product is: [CH2:1]([CH:3]1[CH2:7][CH:6]([CH2:8][O:9][S:18]([CH3:17])(=[O:20])=[O:19])[CH2:5][CH:4]1[C:10]([O:12][C:13]([CH3:15])([CH3:14])[CH3:16])=[O:11])[CH3:2]. (5) Given the reactants [CH2:1]1[C@@H:6]([C:7]#[N:8])[N:5]([C:9]([C@@H:11]([NH2:23])[C:12]23[CH2:21][C:19]4([OH:22])[CH2:20][CH:14]([CH2:15][CH:16]([CH2:18]4)[CH2:17]2)[CH2:13]3)=[O:10])[C@@H:4]2[C@H:2]1[CH2:3]2.ClCCl.[C:27]([OH:32])(=[O:31])[C:28]([OH:30])=[O:29], predict the reaction product. The product is: [CH2:1]1[C@@H:6]([C:7]#[N:8])[N:5]([C:9]([C@@H:11]([NH2:23])[C:12]23[CH2:21][C:19]4([OH:22])[CH2:20][CH:14]([CH2:15][CH:16]([CH2:18]4)[CH2:17]2)[CH2:13]3)=[O:10])[C@@H:4]2[C@H:2]1[CH2:3]2.[C:27]([O-:32])(=[O:31])[C:28]([O-:30])=[O:29]. (6) Given the reactants FC(F)(F)S(O[C:7]1[C:16]([CH3:17])=[C:15]2[C:10]([CH2:11][CH2:12][CH:13]([C:18]3[CH:23]=[CH:22][CH:21]=[CH:20][CH:19]=3)[O:14]2)=[CH:9][CH:8]=1)(=O)=O.[CH3:26][C:27]1([CH3:43])[C:31]([CH3:33])([CH3:32])[O:30][B:29]([B:29]2[O:30][C:31]([CH3:33])([CH3:32])[C:27]([CH3:43])([CH3:26])[O:28]2)[O:28]1.P([O-])([O-])([O-])=O.[K+].[K+].[K+], predict the reaction product. The product is: [CH3:26][C:27]1([CH3:43])[C:31]([CH3:33])([CH3:32])[O:30][B:29]([C:7]2[C:16]([CH3:17])=[C:15]3[C:10]([CH2:11][CH2:12][CH:13]([C:18]4[CH:23]=[CH:22][CH:21]=[CH:20][CH:19]=4)[O:14]3)=[CH:9][CH:8]=2)[O:28]1.